This data is from Catalyst prediction with 721,799 reactions and 888 catalyst types from USPTO. The task is: Predict which catalyst facilitates the given reaction. (1) Reactant: [CH3:1][O:2][C:3]1[CH:8]=[CH:7][C:6]([NH:9][CH2:10][C:11]2[CH:12]=[C:13]([CH:18]=[CH:19][CH:20]=2)[C:14]([O:16][CH3:17])=[O:15])=[C:5]([N+:21]([O-])=O)[CH:4]=1.O.O.[Sn](Cl)Cl.C(=O)(O)[O-].[Na+]. Product: [NH2:21][C:5]1[CH:4]=[C:3]([O:2][CH3:1])[CH:8]=[CH:7][C:6]=1[NH:9][CH2:10][C:11]1[CH:12]=[C:13]([CH:18]=[CH:19][CH:20]=1)[C:14]([O:16][CH3:17])=[O:15]. The catalyst class is: 8. (2) Reactant: Br[C:2]1[S:15][C:5]2[C:6](=[O:14])[N:7]([CH2:10][CH2:11][CH2:12][CH3:13])[C:8](=[O:9])[C:4]=2[CH:3]=1.C([Sn](CCCC)(CCCC)[C:21]1[S:22][CH:23]=[CH:24][CH:25]=1)CCC. Product: [CH2:10]([N:7]1[C:6](=[O:14])[C:5]2[S:15][C:2]([C:21]3[S:22][CH:23]=[CH:24][CH:25]=3)=[CH:3][C:4]=2[C:8]1=[O:9])[CH2:11][CH2:12][CH3:13]. The catalyst class is: 101. (3) Reactant: [Cl:1][C:2]1[CH:3]=[CH:4][C:5]([C:24]([NH2:26])=O)=[C:6]2[C:10]=1[N:9]=[C:8]1[N:11]([C:15]3[C:20]([CH3:21])=[CH:19][C:18]([Cl:22])=[CH:17][C:16]=3[Cl:23])[CH2:12][CH2:13][CH2:14][N:7]21.S(Cl)(Cl)=O.C(=O)([O-])O.[Na+]. Product: [Cl:1][C:2]1[CH:3]=[CH:4][C:5]([C:24]#[N:26])=[C:6]2[C:10]=1[N:9]=[C:8]1[N:11]([C:15]3[C:20]([CH3:21])=[CH:19][C:18]([Cl:22])=[CH:17][C:16]=3[Cl:23])[CH2:12][CH2:13][CH2:14][N:7]21. The catalyst class is: 9. (4) Reactant: [Cl:1][C:2]1[S:6][C:5]([C:7]([NH:9][C:10]2[C:18]3[C:17](=[O:19])O[C:15](=[O:20])[C:14]=3[CH:13]=[CH:12][CH:11]=2)=[O:8])=[CH:4][CH:3]=1.[CH3:21][N:22]1[CH2:26][CH2:25][CH2:24][CH:23]1[CH2:27][CH2:28][NH2:29]. Product: [Cl:1][C:2]1[S:6][C:5]([C:7]([NH:9][C:10]2[CH:11]=[CH:12][CH:13]=[C:14]3[C:18]=2[C:17](=[O:19])[N:29]([CH2:28][CH2:27][CH:23]2[CH2:24][CH2:25][CH2:26][N:22]2[CH3:21])[C:15]3=[O:20])=[O:8])=[CH:4][CH:3]=1. The catalyst class is: 12.